This data is from Forward reaction prediction with 1.9M reactions from USPTO patents (1976-2016). The task is: Predict the product of the given reaction. (1) Given the reactants Br[C:2]1[CH:51]=[CH:50][C:5]([CH2:6][C@@H:7]([C:26]([NH:28][C:29]2[CH:34]=[CH:33][C:32]([C:35]3[NH:36][C:37]([C:40]([F:49])([F:48])[C:41]([F:47])([F:46])[C:42]([O:44]C)=[O:43])=[N:38][N:39]=3)=[CH:31][CH:30]=2)=[O:27])[NH:8][C:9]([C@H:11]2[CH2:16][CH2:15][C@H:14]([CH2:17][NH:18][C:19]([O:21][C:22]([CH3:25])([CH3:24])[CH3:23])=[O:20])[CH2:13][CH2:12]2)=[O:10])=[CH:4][CH:3]=1.[CH:52]([O:55][C:56]1[CH:61]=[CH:60][CH:59]=[CH:58][C:57]=1OB(O)O)([CH3:54])[CH3:53].C(=O)([O-])[O-].[Na+].[Na+].C(C1C=CC=CC=1OB(O)O)(=O)N, predict the reaction product. The product is: [C:22]([O:21][C:19]([NH:18][CH2:17][C@H:14]1[CH2:15][CH2:16][C@H:11]([C:9]([NH:8][C@@H:7]([CH2:6][C:5]2[CH:50]=[CH:51][C:2]([C:57]3[CH:58]=[CH:59][CH:60]=[CH:61][C:56]=3[O:55][CH:52]([CH3:54])[CH3:53])=[CH:3][CH:4]=2)[C:26]([NH:28][C:29]2[CH:34]=[CH:33][C:32]([C:35]3[NH:39][N:38]=[C:37]([C:40]([F:49])([F:48])[C:41]([F:46])([F:47])[C:42]([OH:44])=[O:43])[N:36]=3)=[CH:31][CH:30]=2)=[O:27])=[O:10])[CH2:12][CH2:13]1)=[O:20])([CH3:24])([CH3:23])[CH3:25]. (2) Given the reactants [CH:1]([N:14]1[CH2:19][CH2:18][N:17]([CH2:20][CH:21]2[O:25][C:24](=[O:26])[N:23]([CH2:27]C3C=CC(F)=CC=3)[CH2:22]2)[CH2:16][CH2:15]1)([C:8]1[CH:13]=[CH:12][CH:11]=[CH:10][CH:9]=1)[C:2]1[CH:7]=[CH:6][CH:5]=[CH:4][CH:3]=1.CC1C=CC(S(OCC2OC(=O)N(C[CH2:54][O:55][C:56]3[CH:61]=[CH:60][CH:59]=[CH:58][CH:57]=3)C2)(=O)=O)=CC=1.CC1C=CC(S(OCC2OC(=O)N(CC3C=CC(F)=CC=3)C2)(=O)=O)=CC=1, predict the reaction product. The product is: [CH:1]([N:14]1[CH2:19][CH2:18][N:17]([CH2:20][CH:21]2[O:25][C:24](=[O:26])[N:23]([CH2:27][CH2:54][O:55][C:56]3[CH:61]=[CH:60][CH:59]=[CH:58][CH:57]=3)[CH2:22]2)[CH2:16][CH2:15]1)([C:2]1[CH:3]=[CH:4][CH:5]=[CH:6][CH:7]=1)[C:8]1[CH:9]=[CH:10][CH:11]=[CH:12][CH:13]=1.